From a dataset of Full USPTO retrosynthesis dataset with 1.9M reactions from patents (1976-2016). Predict the reactants needed to synthesize the given product. (1) Given the product [C:18]([O:8][CH:7]1[CH2:6][CH2:5][N:4]([C:9]([O:11][C:12]([CH3:15])([CH3:14])[CH3:13])=[O:10])[CH2:3][CH:2]1[F:1])(=[O:25])[C:19]1[CH:24]=[CH:23][CH:22]=[CH:21][CH:20]=1, predict the reactants needed to synthesize it. The reactants are: [F:1][CH:2]1[CH:7]([OH:8])[CH2:6][CH2:5][N:4]([C:9]([O:11][C:12]([CH3:15])([CH3:14])[CH3:13])=[O:10])[CH2:3]1.[H-].[Na+].[C:18](Cl)(=[O:25])[C:19]1[CH:24]=[CH:23][CH:22]=[CH:21][CH:20]=1. (2) Given the product [C:32]([O:36][C:37]([NH:39][C:40]([CH3:45])([C:41]([O:43][CH:14]([O:13][C:12](=[O:19])[N:11]([C:9]1[N:10]=[C:5]2[CH:4]=[CH:3][C:2]([Cl:1])=[CH:7][N:6]2[N:8]=1)[C:20]1[CH:25]=[CH:24][C:23]([S:26]([CH3:29])(=[O:27])=[O:28])=[CH:22][C:21]=1[O:30][CH3:31])[CH:15]([CH3:17])[CH3:16])=[O:42])[CH3:44])=[O:38])([CH3:35])([CH3:33])[CH3:34], predict the reactants needed to synthesize it. The reactants are: [Cl:1][C:2]1[CH:3]=[CH:4][C:5]2[N:6]([N:8]=[C:9]([N:11]([C:20]3[CH:25]=[CH:24][C:23]([S:26]([CH3:29])(=[O:28])=[O:27])=[CH:22][C:21]=3[O:30][CH3:31])[C:12](=[O:19])[O:13][CH:14](Cl)[CH:15]([CH3:17])[CH3:16])[N:10]=2)[CH:7]=1.[C:32]([O:36][C:37]([NH:39][C:40]([CH3:45])([CH3:44])[C:41]([O-:43])=[O:42])=[O:38])([CH3:35])([CH3:34])[CH3:33].[Cs+].O. (3) The reactants are: C(OC([N:8]1[CH2:30][CH2:29][C:11]2[N:12]=[C:13]([N:23]3[CH2:27][CH2:26][CH2:25][CH:24]3[CH3:28])[N:14]=[C:15]([C:16]3[CH:21]=[CH:20][C:19]([F:22])=[CH:18][CH:17]=3)[C:10]=2[CH2:9]1)=O)(C)(C)C.[ClH:31]. Given the product [ClH:31].[F:22][C:19]1[CH:18]=[CH:17][C:16]([C:15]2[C:10]3[CH2:9][NH:8][CH2:30][CH2:29][C:11]=3[N:12]=[C:13]([N:23]3[CH2:27][CH2:26][CH2:25][CH:24]3[CH3:28])[N:14]=2)=[CH:21][CH:20]=1, predict the reactants needed to synthesize it. (4) Given the product [CH3:26][Si:25]([C:24]#[C:23][C:2]1[C:3]([C:7]([NH2:9])=[O:8])=[CH:4][S:5][CH:6]=1)([CH3:28])[CH3:27], predict the reactants needed to synthesize it. The reactants are: Br[C:2]1[C:3]([C:7]([NH2:9])=[O:8])=[CH:4][S:5][CH:6]=1.C([Sn]([C:23]#[C:24][Si:25]([CH3:28])([CH3:27])[CH3:26])(CCCC)CCCC)CCC. (5) Given the product [Cl:42][C:31]1[CH:39]=[CH:38][C:34]([C:35]([NH:1][C:2]2[CH:16]=[CH:15][CH:14]=[CH:13][C:3]=2[C:4]([NH:6][CH2:7][CH2:8][CH2:9][C:10]([OH:12])=[O:11])=[O:5])=[O:36])=[CH:33][CH:32]=1, predict the reactants needed to synthesize it. The reactants are: [NH2:1][C:2]1[CH:16]=[CH:15][CH:14]=[CH:13][C:3]=1[C:4]([NH:6][CH2:7][CH2:8][CH2:9][C:10]([OH:12])=[O:11])=[O:5].C[Si](Cl)(C)C.C(N(CC)CC)C.CO[C:31]1[CH:39]=[CH:38][C:34]([C:35](Cl)=[O:36])=[CH:33][CH:32]=1.[OH-].[Na+].[ClH:42]. (6) Given the product [Br:1][C:2]1[CH:3]=[CH:4][C:5]([C:8]2[CH2:12][C@@H:11]([CH2:13][NH:16][CH3:15])[O:10][N:9]=2)=[N:6][CH:7]=1, predict the reactants needed to synthesize it. The reactants are: [Br:1][C:2]1[CH:3]=[CH:4][C:5]([C:8]2[CH2:12][C@@H:11]([CH2:13]Cl)[O:10][N:9]=2)=[N:6][CH:7]=1.[CH3:15][NH2:16]. (7) Given the product [O:4]=[C:5]1[CH2:10][CH2:9][CH:8]([C:11]2[CH:12]=[CH:13][C:14]([C:15]([O:17][CH3:18])=[O:16])=[CH:19][CH:20]=2)[CH2:7][CH2:6]1, predict the reactants needed to synthesize it. The reactants are: O1[C:5]2([CH2:10][CH2:9][CH:8]([C:11]3[CH:20]=[CH:19][C:14]([C:15]([O:17][CH3:18])=[O:16])=[CH:13][CH:12]=3)[CH2:7][CH2:6]2)[O:4]CC1.Cl.